Task: Predict the product of the given reaction.. Dataset: Forward reaction prediction with 1.9M reactions from USPTO patents (1976-2016) (1) Given the reactants [Cl:1][C:2]1[CH:11]=[CH:10][C:5]([C:6]([O:8][CH3:9])=[O:7])=[C:4](I)[CH:3]=1.[NH2:13][C:14]1[CH:15]=[C:16]([CH:21]=[CH:22][C:23]=1[NH2:24])[C:17]([O:19][CH3:20])=[O:18].C([O-])([O-])=O.[K+].[K+], predict the reaction product. The product is: [CH3:9][O:8][C:6](=[O:7])[C:5]1[CH:10]=[CH:11][C:2]([Cl:1])=[CH:3][C:4]=1[NH:24][C:23]1[CH:22]=[CH:21][C:16]([C:17]([O:19][CH3:20])=[O:18])=[CH:15][C:14]=1[NH2:13]. (2) The product is: [Cl:15][C:14]1[CH:13]=[CH:12][C:4]([CH2:5][NH:6][C:7]([CH:9]2[CH2:11][CH2:10]2)=[O:8])=[CH:3][C:2]=1[NH:1][NH2:16]. Given the reactants [NH2:1][C:2]1[CH:3]=[C:4]([CH:12]=[CH:13][C:14]=1[Cl:15])[CH2:5][NH:6][C:7]([CH:9]1[CH2:11][CH2:10]1)=[O:8].[N:16]([O-])=O.[Na+].[OH-].[Na+], predict the reaction product. (3) Given the reactants [Cl:1][C:2]1[C:7]([CH2:8][NH:9][C:10]2[C:11]3[C:12](=[N:16][N:17]([CH2:19][C:20]45[CH2:24][C:22]([CH2:25][OH:26])([CH2:23]4)[CH2:21]5)[CH:18]=3)[N:13]=[CH:14][N:15]=2)=[C:6]([F:27])[C:5]([O:28][CH3:29])=[CH:4][CH:3]=1.C(N(CC)CC)C.[CH3:37][S:38](Cl)(=[O:40])=[O:39].C(Cl)Cl, predict the reaction product. The product is: [CH3:37][S:38]([O:26][CH2:25][C:22]12[CH2:21][C:20]([CH2:19][N:17]3[CH:18]=[C:11]4[C:12]([N:13]=[CH:14][N:15]=[C:10]4[NH:9][CH2:8][C:7]4[C:2]([Cl:1])=[CH:3][CH:4]=[C:5]([O:28][CH3:29])[C:6]=4[F:27])=[N:16]3)([CH2:24]1)[CH2:23]2)(=[O:40])=[O:39]. (4) Given the reactants [NH2:1][C:2]1[CH:3]=[C:4]([CH2:9][OH:10])[CH:5]=[CH:6][C:7]=1[NH2:8].[S:11]1[CH:15]=[CH:14][CH:13]=[C:12]1[C:16](=O)[C:17](O)=[O:18], predict the reaction product. The product is: [OH:10][CH2:9][C:4]1[CH:3]=[C:2]2[C:7](=[CH:6][CH:5]=1)[NH:8][C:17](=[O:18])[C:16]([C:12]1[S:11][CH:15]=[CH:14][CH:13]=1)=[N:1]2. (5) Given the reactants [Cl:1][C:2]1[CH:14]=[CH:13][C:5]([O:6][C:7]([CH3:12])([CH3:11])[C:8]([OH:10])=O)=[CH:4][CH:3]=1.CN([P+](ON1N=NC2C=CC=CC1=2)(N(C)C)N(C)C)C.F[P-](F)(F)(F)(F)F.[C@]12(CS(O)(=O)=O)C(C)(C)C(CC1)CC2=O.[NH:57]1[CH2:61][CH2:60][C@@:59]2([C:65]3[CH:66]=[CH:67][CH:68]=[CH:69][C:64]=3[C:63](=[O:70])[O:62]2)[CH2:58]1.C(N(CC)C(C)C)(C)C.C(=O)(O)[O-].[Na+], predict the reaction product. The product is: [Cl:1][C:2]1[CH:3]=[CH:4][C:5]([O:6][C:7]([CH3:12])([CH3:11])[C:8]([N:57]2[CH2:61][CH2:60][C@@:59]3([C:65]4[CH:66]=[CH:67][CH:68]=[CH:69][C:64]=4[C:63](=[O:70])[O:62]3)[CH2:58]2)=[O:10])=[CH:13][CH:14]=1. (6) The product is: [C:22]([C:21]1[C:25]2[C:16]([CH:3]=[C:4]3[C:9]=1[CH:8]=[CH:7][CH:6]=[CH:5]3)=[CH:15][CH:14]=[CH:13][CH:12]=2)#[CH:23]. Given the reactants C[Si](C)(C)[C:3]1[C:4]2[C:9](C=C3[C:16]=1[C:15](C#C)=[CH:14][CH:13]=[CH:12]3)=[CH:8][CH:7]=[CH:6][CH:5]=2.[CH2:21]1[CH2:25]O[CH2:23][CH2:22]1, predict the reaction product. (7) Given the reactants [C:1]([O:5][C:6]([N:8]([CH3:19])[C@H:9]([CH2:17][OH:18])[CH2:10][CH2:11][CH2:12][C:13]([O:15][CH3:16])=[O:14])=[O:7])([CH3:4])([CH3:3])[CH3:2].[CH:20]1[N:24]=[CH:23][N:22]([C:25](N2C=NC=C2)=[O:26])[CH:21]=1, predict the reaction product. The product is: [N:22]1([C:25]([O:18][CH2:17][C@@H:9]([N:8]([C:6]([O:5][C:1]([CH3:2])([CH3:3])[CH3:4])=[O:7])[CH3:19])[CH2:10][CH2:11][CH2:12][C:13]([O:15][CH3:16])=[O:14])=[O:26])[CH:21]=[CH:20][N:24]=[CH:23]1. (8) The product is: [NH2:19][C:10](=[O:15])[CH2:9][CH:8]([C:6]1[CH:7]=[C:2]([Cl:1])[CH:3]=[CH:4][C:5]=1[N+:16]([O-:18])=[O:17])[CH2:13][C:12]([OH:11])=[O:14]. Given the reactants [Cl:1][C:2]1[CH:3]=[CH:4][C:5]([N+:16]([O-:18])=[O:17])=[C:6]([CH:8]2[CH2:13][C:12](=[O:14])[O:11][C:10](=[O:15])[CH2:9]2)[CH:7]=1.[NH3:19], predict the reaction product.